Dataset: Peptide-MHC class II binding affinity with 134,281 pairs from IEDB. Task: Regression. Given a peptide amino acid sequence and an MHC pseudo amino acid sequence, predict their binding affinity value. This is MHC class II binding data. The peptide sequence is GNGVVALRNAQLVTF. The MHC is DRB1_0405 with pseudo-sequence DRB1_0405. The binding affinity (normalized) is 0.662.